This data is from Forward reaction prediction with 1.9M reactions from USPTO patents (1976-2016). The task is: Predict the product of the given reaction. Given the reactants [CH2:1]([NH2:5])[CH:2]([CH3:4])[CH3:3].[Cl:6][C:7]1[CH:8]=[C:9]([CH:13]=[CH:14][C:15]=1[F:16])[C:10](Cl)=[O:11], predict the reaction product. The product is: [Cl:6][C:7]1[CH:8]=[C:9]([CH:13]=[CH:14][C:15]=1[F:16])[C:10]([NH:5][CH2:1][CH:2]([CH3:4])[CH3:3])=[O:11].